This data is from Catalyst prediction with 721,799 reactions and 888 catalyst types from USPTO. The task is: Predict which catalyst facilitates the given reaction. (1) Reactant: [F:1][C:2]1[CH:10]=[CH:9][C:5]([CH:6]=[N:7][OH:8])=[CH:4][CH:3]=1.ClNC(=O)CCC(N)=O.[CH3:20][CH:21]([OH:24])[C:22]#[CH:23]. Product: [F:1][C:2]1[CH:10]=[CH:9][C:5]([C:6]2[CH:23]=[C:22]([CH:21]([OH:24])[CH3:20])[O:8][N:7]=2)=[CH:4][CH:3]=1. The catalyst class is: 2. (2) Reactant: [C:1]([C@@H:3]1[CH2:7][C@@H:6](O)[CH2:5][N:4]1[C:9]([O:11][C:12]([CH3:15])([CH3:14])[CH3:13])=[O:10])#[N:2].C(N(S(F)(F)[F:22])CC)C.C(=O)([O-])[O-].[Na+].[Na+]. Product: [C:1]([C@@H:3]1[CH2:7][C@H:6]([F:22])[CH2:5][N:4]1[C:9]([O:11][C:12]([CH3:15])([CH3:14])[CH3:13])=[O:10])#[N:2]. The catalyst class is: 4. (3) Reactant: Br.Cl[C:3]1[CH:4]=[CH:5][C:6]2[N:7]([C:9]([NH2:12])=[N:10][N:11]=2)[N:8]=1.[CH2:13]([NH:15][CH2:16][CH3:17])[CH3:14]. Product: [CH2:13]([N:15]([CH2:16][CH3:17])[C:3]1[CH:4]=[CH:5][C:6]2[N:7]([C:9]([NH2:12])=[N:10][N:11]=2)[N:8]=1)[CH3:14]. The catalyst class is: 6. (4) Reactant: [CH3:1][C:2](=[N:4][OH:5])[CH3:3].C([Li])CCC.CO[C:13](=O)[C:14]1[CH:19]=[CH:18][C:17]([Br:20])=[CH:16][CH:15]=1. Product: [Br:20][C:17]1[CH:18]=[CH:19][C:14]([C:13]2[O:5][N:4]=[C:2]([CH3:3])[CH:1]=2)=[CH:15][CH:16]=1. The catalyst class is: 1. (5) Reactant: [CH3:1][N:2]([CH3:12])[C:3]1[CH:8]=[CH:7][C:6]([CH2:9][CH2:10]O)=[CH:5][CH:4]=1.S(Cl)([Cl:15])=O. Product: [ClH:15].[Cl:15][CH2:10][CH2:9][C:6]1[CH:7]=[CH:8][C:3]([N:2]([CH3:12])[CH3:1])=[CH:4][CH:5]=1. The catalyst class is: 4. (6) Product: [C:20]([C:2]1[C:7]([C:8]([F:11])([F:10])[F:9])=[CH:6][CH:5]=[C:4]([O:12][CH3:13])[C:3]=1/[N:14]=[CH:15]/[N:16]([CH3:18])[CH3:17])#[N:21]. The catalyst class is: 9. Reactant: Br[C:2]1[C:7]([C:8]([F:11])([F:10])[F:9])=[CH:6][CH:5]=[C:4]([O:12][CH3:13])[C:3]=1/[N:14]=[CH:15]/[N:16]([CH3:18])[CH3:17].[Cu][C:20]#[N:21]. (7) Reactant: [Cl:1][C:2]1[C:3]2[CH:13]=[CH:12][CH:11]=[CH:10][C:4]=2[S:5][C:6]=1[CH2:7][CH:8]=[O:9].[C:14]([Mg]Br)#[CH:15]. Product: [Cl:1][C:2]1[C:3]2[CH:13]=[CH:12][CH:11]=[CH:10][C:4]=2[S:5][C:6]=1[CH2:7][CH:8]([OH:9])[C:14]#[CH:15]. The catalyst class is: 1. (8) Reactant: [NH:1]1[C:9]2[CH2:8][CH2:7][CH2:6][CH2:5][C:4]=2[C:3]([CH2:10]O)=[N:2]1.C1CCN2C(=NCCC2)CC1.C1C=CC(P([N:37]=[N+:38]=[N-:39])(C2C=CC=CC=2)=O)=CC=1. Product: [N:37]([CH2:10][C:3]1[C:4]2[CH2:5][CH2:6][CH2:7][CH2:8][C:9]=2[NH:1][N:2]=1)=[N+:38]=[N-:39]. The catalyst class is: 11. (9) Reactant: [C:1]([C:3]1[N:7]([C:8]([N:10]([C:14]2[CH:15]=[C:16]([CH:27]=[CH:28][CH:29]=2)[C:17]([O:19]CC2C=CC=CC=2)=[O:18])[CH:11]([CH3:13])[CH3:12])=[O:9])[N:6]=[N:5][C:4]=1[C:30]1[C:35]([F:36])=[CH:34][CH:33]=[CH:32][C:31]=1[F:37])#[N:2].[H][H]. Product: [C:1]([C:3]1[N:7]([C:8]([N:10]([C:14]2[CH:15]=[C:16]([CH:27]=[CH:28][CH:29]=2)[C:17]([OH:19])=[O:18])[CH:11]([CH3:13])[CH3:12])=[O:9])[N:6]=[N:5][C:4]=1[C:30]1[C:31]([F:37])=[CH:32][CH:33]=[CH:34][C:35]=1[F:36])#[N:2]. The catalyst class is: 19. (10) Reactant: [CH2:1]([O:8][C:9]1[CH:10]=[C:11]([NH:23][CH2:24][C:25]2[CH:30]=[CH:29][C:28]([F:31])=[CH:27][CH:26]=2)[N:12]=[N:13][C:14]=1[O:15][CH2:16][C:17]1[CH:22]=[CH:21][CH:20]=[CH:19][CH:18]=1)[C:2]1[CH:7]=[CH:6][CH:5]=[CH:4][CH:3]=1.[H-].[Na+].I[CH3:35].O. Product: [CH2:1]([O:8][C:9]1[CH:10]=[C:11]([N:23]([CH2:24][C:25]2[CH:26]=[CH:27][C:28]([F:31])=[CH:29][CH:30]=2)[CH3:35])[N:12]=[N:13][C:14]=1[O:15][CH2:16][C:17]1[CH:22]=[CH:21][CH:20]=[CH:19][CH:18]=1)[C:2]1[CH:3]=[CH:4][CH:5]=[CH:6][CH:7]=1. The catalyst class is: 9.